From a dataset of Catalyst prediction with 721,799 reactions and 888 catalyst types from USPTO. Predict which catalyst facilitates the given reaction. (1) Product: [C:15]([NH:19][C:2]([NH:3][C:10](=[O:11])[C:9]1[CH:13]=[CH:14][C:6]([Cl:5])=[CH:7][CH:8]=1)=[S:1])([CH3:18])([CH3:17])[CH3:16]. The catalyst class is: 4. Reactant: [S-:1][C:2]#[N:3].[K+].[Cl:5][C:6]1[CH:14]=[CH:13][C:9]([C:10](Cl)=[O:11])=[CH:8][CH:7]=1.[C:15]([NH2:19])([CH3:18])([CH3:17])[CH3:16]. (2) Reactant: C([O:3][C:4](=[O:18])[CH2:5][N:6]1[C:10]2[CH:11]=[CH:12][C:13]([O:15]C)=[CH:14][C:9]=2[O:8][C:7]1=[O:17])C.B(Br)(Br)Br. Product: [OH:15][C:13]1[CH:12]=[CH:11][C:10]2[N:6]([CH2:5][C:4]([OH:18])=[O:3])[C:7](=[O:17])[O:8][C:9]=2[CH:14]=1. The catalyst class is: 2. (3) Reactant: [CH:1]1(/[CH:4]=[N:5]/[S:6]([C:8]([CH3:11])([CH3:10])[CH3:9])=[O:7])[CH2:3][CH2:2]1.[CH:12]1([Mg]Br)[CH2:14][CH2:13]1.[NH4+].[Cl-]. Product: [CH:1]1([CH:4]([CH:12]2[CH2:14][CH2:13]2)[NH:5][S:6]([C:8]([CH3:11])([CH3:10])[CH3:9])=[O:7])[CH2:2][CH2:3]1. The catalyst class is: 2. (4) Reactant: [Cl:1][C:2]1[CH:7]=[C:6]([Cl:8])[CH:5]=[CH:4][C:3]=1/[CH:9]=[CH:10]/[C:11]([C:13]1[CH:18]=[CH:17][C:16]([O:19][CH2:20][C:21]([C:29]2[CH:34]=[CH:33][C:32]([F:35])=[CH:31][C:30]=2[F:36])([OH:28])[CH2:22][N:23]2[CH:27]=[N:26][CH:25]=[N:24]2)=[CH:15][CH:14]=1)=O.O.[NH2:38][NH2:39]. Product: [Cl:1][C:2]1[CH:7]=[C:6]([Cl:8])[CH:5]=[CH:4][C:3]=1[CH:9]1[NH:39][N:38]=[C:11]([C:13]2[CH:18]=[CH:17][C:16]([O:19][CH2:20][C:21]([C:29]3[CH:34]=[CH:33][C:32]([F:35])=[CH:31][C:30]=3[F:36])([OH:28])[CH2:22][N:23]3[CH:27]=[N:26][CH:25]=[N:24]3)=[CH:15][CH:14]=2)[CH2:10]1. The catalyst class is: 15. (5) Reactant: [CH3:1][O:2][C:3]1[CH:4]=[C:5]2[C:10](=[CH:11][C:12]=1[OH:13])[N:9]=[CH:8][CH:7]=[C:6]2[O:14][C:15]1[C:16]([C:23]2[CH:28]=[CH:27][CH:26]=[C:25]([CH3:29])[N:24]=2)=[N:17][C:18]([CH3:22])=[C:19]([CH3:21])[CH:20]=1.C(=O)([O-])[O-].[K+].[K+].Br[CH2:37][CH2:38][CH2:39][OH:40]. Product: [CH3:1][O:2][C:3]1[CH:4]=[C:5]2[C:10](=[CH:11][C:12]=1[O:13][CH2:37][CH2:38][CH2:39][OH:40])[N:9]=[CH:8][CH:7]=[C:6]2[O:14][C:15]1[C:16]([C:23]2[CH:28]=[CH:27][CH:26]=[C:25]([CH3:29])[N:24]=2)=[N:17][C:18]([CH3:22])=[C:19]([CH3:21])[CH:20]=1. The catalyst class is: 9. (6) Reactant: Br[CH2:2][C:3]1[CH:4]=[C:5]([CH:8]=[C:9]([N+:11]([O-:13])=[O:12])[CH:10]=1)[C:6]#[N:7].Cl.[CH3:15][NH:16][CH3:17].C(N(CC)CC)C. Product: [CH3:15][N:16]([CH2:2][C:3]1[CH:4]=[C:5]([CH:8]=[C:9]([N+:11]([O-:13])=[O:12])[CH:10]=1)[C:6]#[N:7])[CH3:17]. The catalyst class is: 2.